Dataset: NCI-60 drug combinations with 297,098 pairs across 59 cell lines. Task: Regression. Given two drug SMILES strings and cell line genomic features, predict the synergy score measuring deviation from expected non-interaction effect. (1) Drug 1: CN1CCC(CC1)COC2=C(C=C3C(=C2)N=CN=C3NC4=C(C=C(C=C4)Br)F)OC. Synergy scores: CSS=11.2, Synergy_ZIP=0.713, Synergy_Bliss=0.986, Synergy_Loewe=-4.26, Synergy_HSA=-1.28. Drug 2: CCN(CC)CCCC(C)NC1=C2C=C(C=CC2=NC3=C1C=CC(=C3)Cl)OC. Cell line: MDA-MB-435. (2) Drug 1: CS(=O)(=O)C1=CC(=C(C=C1)C(=O)NC2=CC(=C(C=C2)Cl)C3=CC=CC=N3)Cl. Drug 2: CC1=C(C(CCC1)(C)C)C=CC(=CC=CC(=CC(=O)O)C)C. Cell line: SK-MEL-2. Synergy scores: CSS=1.29, Synergy_ZIP=2.44, Synergy_Bliss=4.68, Synergy_Loewe=-0.342, Synergy_HSA=-0.343. (3) Drug 1: C1CCN(CC1)CCOC2=CC=C(C=C2)C(=O)C3=C(SC4=C3C=CC(=C4)O)C5=CC=C(C=C5)O. Drug 2: CC1=C(C(CCC1)(C)C)C=CC(=CC=CC(=CC(=O)O)C)C. Cell line: SNB-75. Synergy scores: CSS=3.03, Synergy_ZIP=-2.43, Synergy_Bliss=-1.90, Synergy_Loewe=-2.87, Synergy_HSA=-2.22. (4) Drug 1: CC12CCC3C(C1CCC2=O)CC(=C)C4=CC(=O)C=CC34C. Drug 2: CN(C)N=NC1=C(NC=N1)C(=O)N. Cell line: OVCAR-4. Synergy scores: CSS=53.7, Synergy_ZIP=4.50, Synergy_Bliss=5.64, Synergy_Loewe=-10.9, Synergy_HSA=5.42. (5) Drug 1: C1=C(C(=O)NC(=O)N1)F. Drug 2: CC(C1=C(C=CC(=C1Cl)F)Cl)OC2=C(N=CC(=C2)C3=CN(N=C3)C4CCNCC4)N. Cell line: UACC62. Synergy scores: CSS=42.4, Synergy_ZIP=-4.06, Synergy_Bliss=-8.17, Synergy_Loewe=-6.89, Synergy_HSA=-6.43. (6) Synergy scores: CSS=49.6, Synergy_ZIP=-1.85, Synergy_Bliss=2.39, Synergy_Loewe=-1.64, Synergy_HSA=3.52. Drug 2: C(CC(=O)O)C(=O)CN.Cl. Drug 1: CC12CCC3C(C1CCC2=O)CC(=C)C4=CC(=O)C=CC34C. Cell line: OVCAR-5.